Dataset: Catalyst prediction with 721,799 reactions and 888 catalyst types from USPTO. Task: Predict which catalyst facilitates the given reaction. Reactant: [O:1]=[S:2]1(=[O:28])[CH2:7][CH2:6][N:5]2[CH:8]=[CH:9][CH:10]=[C:11]([C:12]3[CH:13]=[C:14]4[C:18](=[CH:19][CH:20]=3)[N:17](C(OC(C)(C)C)=O)[CH:16]=[CH:15]4)[C:4]2=[N:3]1.[OH-].[Na+].CO. Product: [NH:17]1[C:18]2[C:14](=[CH:13][C:12]([C:11]3[C:4]4=[N:3][S:2](=[O:28])(=[O:1])[CH2:7][CH2:6][N:5]4[CH:8]=[CH:9][CH:10]=3)=[CH:20][CH:19]=2)[CH:15]=[CH:16]1. The catalyst class is: 1.